From a dataset of Forward reaction prediction with 1.9M reactions from USPTO patents (1976-2016). Predict the product of the given reaction. (1) Given the reactants [Cl:1][C:2]1[CH:7]=[CH:6][C:5]([Cl:8])=[CH:4][C:3]=1F.[CH:10]1([CH:13]([OH:25])[CH2:14][CH2:15][N:16]([CH3:24])[C:17](=[O:23])[O:18][C:19]([CH3:22])([CH3:21])[CH3:20])[CH2:12][CH2:11]1.[H-].[Na+].O, predict the reaction product. The product is: [CH:10]1([CH:13]([O:25][C:3]2[CH:4]=[C:5]([Cl:8])[CH:6]=[CH:7][C:2]=2[Cl:1])[CH2:14][CH2:15][N:16]([CH3:24])[C:17](=[O:23])[O:18][C:19]([CH3:22])([CH3:20])[CH3:21])[CH2:12][CH2:11]1. (2) Given the reactants O=[C:2]1[CH2:7][CH2:6][N:5]([C:8]([O:10][C:11]([CH3:14])([CH3:13])[CH3:12])=[O:9])[CH2:4][CH2:3]1.[F:15][C:16]1[CH:22]=[CH:21][C:19]([NH2:20])=[CH:18][CH:17]=1.C(O)(=O)C.C(O[BH-](OC(=O)C)OC(=O)C)(=O)C.[Na+], predict the reaction product. The product is: [F:15][C:16]1[CH:22]=[CH:21][C:19]([NH:20][CH:2]2[CH2:7][CH2:6][N:5]([C:8]([O:10][C:11]([CH3:14])([CH3:13])[CH3:12])=[O:9])[CH2:4][CH2:3]2)=[CH:18][CH:17]=1. (3) Given the reactants [CH2:1]1[CH2:6][C@H:5]([C:7]([OH:9])=[O:8])[CH2:4][CH2:3][C@H:2]1[CH2:10][NH2:11].Cl[Si](C)(C)C.CN1CCOCC1.Cl[CH2:25][CH2:26][O:27][C:28](Cl)=[O:29].[C:31]([OH:35])(=[O:34])[CH2:32][CH3:33], predict the reaction product. The product is: [C:31]([O:35][CH2:25][CH2:26][O:27][C:28]([NH:11][CH2:10][C@H:2]1[CH2:3][CH2:4][C@H:5]([C:7]([OH:9])=[O:8])[CH2:6][CH2:1]1)=[O:29])(=[O:34])[CH2:32][CH3:33]. (4) Given the reactants [CH3:1][C:2]1[C:7]([CH:8](O)[CH2:9][CH2:10][CH3:11])=[CH:6][CH:5]=[C:4]([C:13]2[CH:18]=[CH:17][CH:16]=[C:15]([C:19]([F:22])([F:21])[F:20])[CH:14]=2)[N:3]=1.O=S(Cl)[Cl:25], predict the reaction product. The product is: [Cl:25][CH:8]([C:7]1[C:2]([CH3:1])=[N:3][C:4]([C:13]2[CH:18]=[CH:17][CH:16]=[C:15]([C:19]([F:22])([F:21])[F:20])[CH:14]=2)=[CH:5][CH:6]=1)[CH2:9][CH2:10][CH3:11]. (5) Given the reactants N1C2C(=[CH:5][CH:6]=[C:7]([C:10]([OH:12])=[O:11])[CH:8]=2)C=C1.Cl.CN(C)[CH2:16][CH2:17][CH2:18][N:19]=[C:20]=NCC.[CH3:25]O, predict the reaction product. The product is: [CH3:25][O:12][C:10]([C:7]1[C:6]2[CH:5]=[CH:20][NH:19][C:18]=2[CH:17]=[CH:16][CH:8]=1)=[O:11]. (6) Given the reactants [F:1][C:2]([F:12])([F:11])[C:3]1[N:8]=[CH:7][C:6]([CH:9]=O)=[CH:5][CH:4]=1.[CH2:13]([O:20][C:21]([NH:23][CH:24](P(OC)(OC)=O)[C:25]([O:27][CH3:28])=[O:26])=[O:22])[C:14]1[CH:19]=[CH:18][CH:17]=[CH:16][CH:15]=1, predict the reaction product. The product is: [CH2:13]([O:20][C:21]([NH:23]/[C:24](=[CH:9]\[C:6]1[CH:7]=[N:8][C:3]([C:2]([F:12])([F:11])[F:1])=[CH:4][CH:5]=1)/[C:25]([O:27][CH3:28])=[O:26])=[O:22])[C:14]1[CH:15]=[CH:16][CH:17]=[CH:18][CH:19]=1. (7) Given the reactants Cl[C:2]1[C:10]2N=C3N(C4C=CC(Cl)=CC=4Cl)[CH2:24][CH2:25]CN3[C:10]=2[C:2](C(N)[CH2:24][CH3:25])=[CH:3][CH:3]=1.F[CH:28](F)[C:29]([OH:31])=[O:30].[OH2:33].[OH:33]N1[C:39]2[CH:39]=[CH:38][CH:43]=[CH:43][C:38]=2N=N1.C(N(CC)CC)C, predict the reaction product. The product is: [C:29]([O:31][CH2:24][CH3:25])(=[O:30])[CH3:28].[CH:2]([O:33][CH:38]([CH3:43])[CH3:39])([CH3:10])[CH3:3]. (8) Given the reactants [CH2:1]([C:4]1[NH:8][C:7]2[CH:9]=[CH:10][CH:11]=[CH:12][C:6]=2[N:5]=1)[CH2:2][CH3:3].Br[CH2:14][C:15]1[CH:35]=[CH:34][C:18]2/[C:19](=[C:30](/[CH3:33])\[C:31]#[N:32])/[C:20]3[CH:27]=[CH:26][C:25]([F:28])=[C:24]([F:29])[C:21]=3[O:22][CH2:23][C:17]=2[CH:16]=1, predict the reaction product. The product is: [F:28][C:25]1[CH:26]=[CH:27][C:20]2=[C:21]([C:24]=1[F:29])[O:22][CH2:23][C:17]1[CH:16]=[C:15]([CH2:14][N:8]3[C:7]4[CH:9]=[CH:10][CH:11]=[CH:12][C:6]=4[N:5]=[C:4]3[CH2:1][CH2:2][CH3:3])[CH:35]=[CH:34][C:18]=1/[C:19]/2=[C:30](/[CH3:33])\[C:31]#[N:32]. (9) Given the reactants [CH3:1][C:2]1[N:7]=[CH:6][C:5]([NH2:8])=[CH:4][CH:3]=1.Cl[C:10]1[N:15]=[C:14]([C:16]2[CH:17]=[CH:18][C:19]([O:24][CH2:25][C:26]3([CH3:30])[CH2:29][O:28][CH2:27]3)=[C:20]([CH:23]=2)[C:21]#[N:22])[CH:13]=[CH:12][N:11]=1, predict the reaction product. The product is: [CH3:30][C:26]1([CH2:25][O:24][C:19]2[CH:18]=[CH:17][C:16]([C:14]3[CH:13]=[CH:12][N:11]=[C:10]([NH:8][C:5]4[CH:6]=[N:7][C:2]([CH3:1])=[CH:3][CH:4]=4)[N:15]=3)=[CH:23][C:20]=2[C:21]#[N:22])[CH2:27][O:28][CH2:29]1.